This data is from Catalyst prediction with 721,799 reactions and 888 catalyst types from USPTO. The task is: Predict which catalyst facilitates the given reaction. (1) Reactant: [CH3:1][CH:2]([CH3:16])[CH2:3][CH2:4][CH2:5][CH2:6][CH2:7][CH2:8][CH2:9][CH2:10][CH2:11][CH2:12][CH2:13][CH2:14][OH:15]. Product: [CH3:1][CH:2]([CH3:16])[CH2:3][CH2:4][CH2:5][CH2:6][CH2:7][CH2:8][CH2:9][CH2:10][CH2:11][CH2:12][CH2:13][CH:14]=[O:15]. The catalyst class is: 4. (2) Reactant: [CH3:1][C:2]1[C:7]([CH3:8])=[CH:6][C:5]([NH:9][CH2:10][CH2:11][CH2:12][CH2:13][CH2:14][C:15]([CH3:22])([CH3:21])[C:16]([O:18][CH2:19][CH3:20])=[O:17])=[C:4]([N+:23]([O-])=O)[CH:3]=1.[BH4-].[Na+]. Product: [NH2:23][C:4]1[CH:3]=[C:2]([CH3:1])[C:7]([CH3:8])=[CH:6][C:5]=1[NH:9][CH2:10][CH2:11][CH2:12][CH2:13][CH2:14][C:15]([CH3:21])([CH3:22])[C:16]([O:18][CH2:19][CH3:20])=[O:17]. The catalyst class is: 19. (3) Reactant: [S:1]1[C:5]2[CH:6]=[CH:7][CH:8]=[CH:9][C:4]=2[C:3]([CH:10]=O)=[CH:2]1.C(O)(=O)[CH2:13][C:14]([OH:16])=[O:15].N1CCCCC1. Product: [S:1]1[CH:2]=[C:3]([CH:10]=[CH:13][C:14]([OH:16])=[O:15])[C:4]2[CH:9]=[CH:8][CH:7]=[CH:6][C:5]1=2. The catalyst class is: 17. (4) Reactant: [CH2:1]([NH:8][CH:9]1[C:15]2[CH:16]=[C:17]([O:20][CH3:21])[CH:18]=[CH:19][C:14]=2[CH2:13][CH2:12][CH2:11][CH2:10]1)[C:2]1[CH:7]=[CH:6][CH:5]=[CH:4][CH:3]=1.[O:22]([CH2:29][C@H:30]1[O:32][CH2:31]1)[C:23]1[CH:28]=[CH:27][CH:26]=[CH:25][CH:24]=1.FC(F)(F)S([O-])(=O)=O.C(=O)(O)[O-].[Na+]. Product: [CH2:1]([N:8]([CH2:31][C@H:30]([OH:32])[CH2:29][O:22][C:23]1[CH:28]=[CH:27][CH:26]=[CH:25][CH:24]=1)[CH:9]1[C:15]2[CH:16]=[C:17]([O:20][CH3:21])[CH:18]=[CH:19][C:14]=2[CH2:13][CH2:12][CH2:11][CH2:10]1)[C:2]1[CH:3]=[CH:4][CH:5]=[CH:6][CH:7]=1. The catalyst class is: 4. (5) Reactant: [C:1]([O:5][C:6]([N:8]1[CH2:13][CH2:12][CH2:11][CH:10]([CH:14]=[O:15])[CH2:9]1)=[O:7])([CH3:4])([CH3:3])[CH3:2].[CH2:16]([C:24]1([CH2:38][NH2:39])[C:37]2[CH:36]=[CH:35][CH:34]=[CH:33][C:32]=2[O:31][C:30]2[C:25]1=[CH:26][CH:27]=[CH:28][CH:29]=2)[CH2:17][C:18]1[CH:23]=[CH:22][CH:21]=[CH:20][CH:19]=1.C(O[BH-](OC(=O)C)OC(=O)C)(=O)C.[Na+]. Product: [C:1]([O:5][C:6]([N:8]1[CH2:13][CH2:12][CH2:11][CH:10]([C:14](=[O:15])[NH:39][CH2:38][C:24]2([CH2:16][CH2:17][C:18]3[CH:23]=[CH:22][CH:21]=[CH:20][CH:19]=3)[C:37]3[CH:36]=[CH:35][CH:34]=[CH:33][C:32]=3[O:31][C:30]3[C:25]2=[CH:26][CH:27]=[CH:28][CH:29]=3)[CH2:9]1)=[O:7])([CH3:4])([CH3:3])[CH3:2]. The catalyst class is: 26. (6) Reactant: [OH:1][NH:2][C:3](=[NH:5])[CH3:4].[H-].[Na+].CO[C:10](=O)[CH:11]=[CH:12][C:13]1[CH:18]=[CH:17][C:16]([O:19][Si](C(C)(C)C)(C)C)=[C:15]([O:27][Si](C(C)(C)C)(C)C)[CH:14]=1. Product: [CH3:4][C:3]1[N:5]=[C:10]([CH:11]=[CH:12][C:13]2[CH:14]=[C:15]([OH:27])[C:16]([OH:19])=[CH:17][CH:18]=2)[O:1][N:2]=1. The catalyst class is: 7. (7) The catalyst class is: 8. Reactant: [F:1][C:2]1[CH:19]=[CH:18][C:5]([CH2:6][O:7][C:8]2[CH:17]=[CH:16][C:11]([C:12]([O:14]C)=[O:13])=[CH:10][CH:9]=2)=[CH:4][CH:3]=1.[OH-].[Na+]. Product: [F:1][C:2]1[CH:19]=[CH:18][C:5]([CH2:6][O:7][C:8]2[CH:17]=[CH:16][C:11]([C:12]([OH:14])=[O:13])=[CH:10][CH:9]=2)=[CH:4][CH:3]=1.